Dataset: Forward reaction prediction with 1.9M reactions from USPTO patents (1976-2016). Task: Predict the product of the given reaction. (1) Given the reactants Cl[C:2]1[C:7]2[CH:8]=[C:9]([Br:11])[S:10][C:6]=2[C:5]([C:12]#[N:13])=[CH:4][N:3]=1.Cl.[NH2:15][CH2:16][C@@H:17]([C:29]([O:31][CH3:32])=[O:30])[NH:18][C:19]([O:21][CH2:22][C:23]1[CH:28]=[CH:27][CH:26]=[CH:25][CH:24]=1)=[O:20].C(=O)([O-])[O-].[K+].[K+].O, predict the reaction product. The product is: [CH2:22]([O:21][C:19]([NH:18][C@H:17]([C:29]([O:31][CH3:32])=[O:30])[CH2:16][NH:15][C:2]1[C:7]2[CH:8]=[C:9]([Br:11])[S:10][C:6]=2[C:5]([C:12]#[N:13])=[CH:4][N:3]=1)=[O:20])[C:23]1[CH:24]=[CH:25][CH:26]=[CH:27][CH:28]=1. (2) Given the reactants [F:1][C@H:2]1[CH2:6][N:5](C(OC(C)(C)C)=O)[C@H:4]([C:14](=[O:34])[NH:15][CH2:16][C:17]2[C:22]([CH3:23])=[CH:21][N:20]=[C:19]([C:24]3[CH:25]=[N:26][C:27]([C:30]([F:33])([F:32])[F:31])=[N:28][CH:29]=3)[CH:18]=2)[CH2:3]1.[ClH:35], predict the reaction product. The product is: [ClH:35].[F:1][C@H:2]1[CH2:6][NH:5][C@H:4]([C:14]([NH:15][CH2:16][C:17]2[C:22]([CH3:23])=[CH:21][N:20]=[C:19]([C:24]3[CH:29]=[N:28][C:27]([C:30]([F:33])([F:32])[F:31])=[N:26][CH:25]=3)[CH:18]=2)=[O:34])[CH2:3]1. (3) Given the reactants [NH:1]1[CH2:5][CH2:4][C@@H:3]([NH:6][C:7]2[S:8][CH:9]=[CH:10][N:11]=2)[CH2:2]1.[F:12][C:13]1[CH:21]=[CH:20][C:19]([CH:22]=[O:23])=[CH:18][C:14]=1[C:15](O)=[O:16].F[P-](F)(F)(F)(F)F.N1(OC(N(C)C)=[N+](C)C)C2C=CC=CC=2N=N1.C(N(CC)C(C)C)(C)C, predict the reaction product. The product is: [F:12][C:13]1[CH:21]=[CH:20][C:19]([CH:22]=[O:23])=[CH:18][C:14]=1[C:15]([N:1]1[CH2:5][CH2:4][C@@H:3]([NH:6][C:7]2[S:8][CH:9]=[CH:10][N:11]=2)[CH2:2]1)=[O:16]. (4) Given the reactants [Cl:1][C:2]1[CH:28]=[C:27]([Cl:29])[CH:26]=[CH:25][C:3]=1[C:4]([NH:6][CH:7]([C:19]1[CH:24]=[CH:23][CH:22]=[CH:21][CH:20]=1)[CH:8]1[CH2:11][N:10](C(OC(C)(C)C)=O)[CH2:9]1)=[O:5].Cl.CCN(C(C)C)C(C)C.[CH2:40]([S:43](Cl)(=[O:45])=[O:44])[CH2:41][CH3:42], predict the reaction product. The product is: [Cl:1][C:2]1[CH:28]=[C:27]([Cl:29])[CH:26]=[CH:25][C:3]=1[C:4]([NH:6][CH:7]([C:19]1[CH:24]=[CH:23][CH:22]=[CH:21][CH:20]=1)[CH:8]1[CH2:9][N:10]([S:43]([CH2:40][CH2:41][CH3:42])(=[O:45])=[O:44])[CH2:11]1)=[O:5]. (5) Given the reactants NC1C=CC([C:8]2[CH:13]=[CH:12][CH:11]=[CH:10][C:9]=2[C:14](=[O:24])[CH2:15][CH:16]([CH2:21][CH2:22][CH3:23])[C:17]([O:19]C)=[O:18])=CC=1.Cl[C:26]1[CH:31]=[CH:30][CH:29]=[CH:28][C:27]=1[N:32]=[C:33]=[O:34].Cl[CH2:36][Cl:37], predict the reaction product. The product is: [Cl:37][C:36]1[CH:29]=[CH:30][CH:31]=[CH:26][C:27]=1[NH:32][C:33]([NH:32][C:27]1[CH:28]=[CH:29][C:30]([C:12]2[CH:13]=[CH:8][C:9]([C:14](=[O:24])[CH2:15][CH:16]([CH2:21][CH2:22][CH3:23])[C:17]([OH:19])=[O:18])=[CH:10][CH:11]=2)=[CH:31][CH:26]=1)=[O:34]. (6) Given the reactants [NH:1]1[CH2:5][CH2:4][CH:3]([C:6]2[NH:10][C:9]3[CH:11]=[CH:12][C:13]([C:15]#[N:16])=[CH:14][C:8]=3[N:7]=2)[CH2:2]1.Br[C:18]1[C:23]([Cl:24])=[CH:22][CH:21]=[CH:20][N:19]=1, predict the reaction product. The product is: [Cl:24][C:23]1[C:18]([N:1]2[CH2:5][CH2:4][CH:3]([C:6]3[NH:10][C:9]4[CH:11]=[CH:12][C:13]([C:15]#[N:16])=[CH:14][C:8]=4[N:7]=3)[CH2:2]2)=[N:19][CH:20]=[CH:21][CH:22]=1. (7) Given the reactants Br[C:2]1[C:7]([C:8]2[CH:13]=[C:12]([F:14])[CH:11]=[C:10]([F:15])[CH:9]=2)=[C:6]([C:16](=[O:18])[CH3:17])[CH:5]=[C:4]([Cl:19])[CH:3]=1.[CH2:20]([O:22][CH:23]([N:25]1[CH:29]=[C:28](B2OC(C)(C)C(C)(C)O2)[CH:27]=[N:26]1)[CH3:24])[CH3:21].C(=O)([O-])[O-].[Na+].[Na+].O1CCOCC1, predict the reaction product. The product is: [Cl:19][C:4]1[CH:3]=[C:2]([C:28]2[CH:27]=[N:26][N:25]([CH:23]([O:22][CH2:20][CH3:21])[CH3:24])[CH:29]=2)[C:7]([C:8]2[CH:13]=[C:12]([F:14])[CH:11]=[C:10]([F:15])[CH:9]=2)=[C:6]([C:16](=[O:18])[CH3:17])[CH:5]=1.